This data is from Forward reaction prediction with 1.9M reactions from USPTO patents (1976-2016). The task is: Predict the product of the given reaction. (1) The product is: [Cl:1][C:2]1[CH:3]=[CH:4][C:5]([C:8]([CH3:13])([CH3:12])[C:9]([NH:14][CH2:15][CH2:16][CH2:17][N:18]2[CH2:23][CH2:22][CH:21]([C:24]3[CH:29]=[CH:28][CH:27]=[C:26]([NH:30][C:31](=[O:34])[CH2:32][CH3:33])[CH:25]=3)[CH2:20][CH2:19]2)=[O:11])=[CH:6][CH:7]=1. Given the reactants [Cl:1][C:2]1[CH:7]=[CH:6][C:5]([C:8]([CH3:13])([CH3:12])[C:9]([OH:11])=O)=[CH:4][CH:3]=1.[NH2:14][CH2:15][CH2:16][CH2:17][N:18]1[CH2:23][CH2:22][CH:21]([C:24]2[CH:25]=[C:26]([NH:30][C:31](=[O:34])[CH2:32][CH3:33])[CH:27]=[CH:28][CH:29]=2)[CH2:20][CH2:19]1, predict the reaction product. (2) Given the reactants NC1N2N=C(C)C=C2N=CC=1C=O.[NH2:14][C:15]1[N:20]2[N:21]=[C:22]([N:24]3[CH2:29][CH2:28][O:27][CH2:26][CH2:25]3)[N:23]=[C:19]2[N:18]=[CH:17][C:16]=1[C:30](OCC)=[O:31], predict the reaction product. The product is: [NH2:14][C:15]1[N:20]2[N:21]=[C:22]([N:24]3[CH2:25][CH2:26][O:27][CH2:28][CH2:29]3)[N:23]=[C:19]2[N:18]=[CH:17][C:16]=1[CH:30]=[O:31]. (3) Given the reactants P(Br)(Br)Br.CN([CH:8]=[O:9])C.[CH3:10][N:11]([CH3:25])[C:12]([C:14]1[NH:15][C:16]2[C:21]([CH:22]=1)=[CH:20][C:19]([O:23][CH3:24])=[CH:18][CH:17]=2)=[O:13].C([O-])(O)=O.[Na+], predict the reaction product. The product is: [CH3:10][N:11]([CH3:25])[C:12]([C:14]1[NH:15][C:16]2[C:21]([C:22]=1[CH:8]=[O:9])=[CH:20][C:19]([O:23][CH3:24])=[CH:18][CH:17]=2)=[O:13].